This data is from Full USPTO retrosynthesis dataset with 1.9M reactions from patents (1976-2016). The task is: Predict the reactants needed to synthesize the given product. (1) Given the product [CH2:1]1[C@@H:8]([OH:9])[O:5][CH2:4][C@@H:3]([OH:6])[C@H:2]1[OH:7], predict the reactants needed to synthesize it. The reactants are: [CH2:1]([C:8](C(O)=O)=[O:9])[C@H:2]([OH:7])[C@H:3]([OH:6])[CH2:4][OH:5]. (2) Given the product [NH2:26][C:15]1([C:22]#[N:23])[CH2:16][CH2:17][CH2:18][CH:14]1[CH2:13][C:12]1[CH:20]=[CH:21][C:9]([CH2:1][CH2:2][CH2:3][CH2:4][CH2:5][CH2:6][CH2:7][CH3:8])=[CH:10][CH:11]=1, predict the reactants needed to synthesize it. The reactants are: [CH2:1]([C:9]1[CH:21]=[CH:20][C:12]([CH2:13][CH:14]2[CH2:18][CH2:17][CH2:16][C:15]2=O)=[CH:11][CH:10]=1)[CH2:2][CH2:3][CH2:4][CH2:5][CH2:6][CH2:7][CH3:8].[C-:22]#[N:23].[Na+].[Cl-].[NH4+:26].